Task: Predict the product of the given reaction.. Dataset: Forward reaction prediction with 1.9M reactions from USPTO patents (1976-2016) (1) Given the reactants [C:1]1(=O)[CH2:8][CH2:7][CH2:6][CH2:5][CH2:4][CH2:3][C:2]1=O.COP([CH2:17][C:18]([C:20]1[N:21]([CH3:25])[CH:22]=[CH:23][CH:24]=1)=O)(=O)OC.O.[NH2:27][NH2:28], predict the reaction product. The product is: [CH3:25][N:21]1[CH:22]=[CH:23][CH:24]=[C:20]1[C:18]1[N:28]=[N:27][C:2]2[CH2:3][CH2:4][CH2:5][CH2:6][CH2:7][CH2:8][C:1]=2[CH:17]=1. (2) The product is: [CH2:1]([C:3]1[N:4]=[C:5]([C:10]2[CH:15]=[CH:14][C:13]([C:16]([F:19])([F:18])[F:17])=[CH:12][CH:11]=2)[O:6][C:7]=1[CH:8]([OH:9])[CH3:20])[CH3:2]. Given the reactants [CH2:1]([C:3]1[N:4]=[C:5]([C:10]2[CH:15]=[CH:14][C:13]([C:16]([F:19])([F:18])[F:17])=[CH:12][CH:11]=2)[O:6][C:7]=1[CH:8]=[O:9])[CH3:2].[CH3:20][Mg]Br.C(OCC)C, predict the reaction product. (3) Given the reactants [CH2:1]([N:3]1[C:15]2[CH:14]=[CH:13][C:12]([C:16](=O)C)=[CH:11][C:10]=2[C:9]2[C:4]1=[CH:5][CH:6]=[CH:7][CH:8]=2)[CH3:2].[NH:19]1[CH2:24][CH2:23][CH:22]([C:25]2[CH:26]=[C:27]([N:31]3[CH2:35][CH2:34][CH2:33][C:32]3=[O:36])[CH:28]=[CH:29][CH:30]=2)[CH2:21][CH2:20]1.C(O[BH-](OC(=O)C)OC(=O)C)(=O)C.[Na+].CC(O)=O.C([O-])(O)=O.[Na+], predict the reaction product. The product is: [CH2:1]([N:3]1[C:15]2[CH:14]=[CH:13][C:12]([CH2:16][N:19]3[CH2:20][CH2:21][CH:22]([C:25]4[CH:26]=[C:27]([N:31]5[CH2:35][CH2:34][CH2:33][C:32]5=[O:36])[CH:28]=[CH:29][CH:30]=4)[CH2:23][CH2:24]3)=[CH:11][C:10]=2[C:9]2[C:4]1=[CH:5][CH:6]=[CH:7][CH:8]=2)[CH3:2]. (4) Given the reactants [CH2:1]([O:8][C:9]1[CH:14]=[CH:13][C:12]([C:15]2[CH:19]=[C:18]([CH:20]([O:22][C:23](=[O:25])[NH2:24])[CH3:21])[O:17][N:16]=2)=[CH:11][CH:10]=1)[C:2]1C=[CH:6][CH:5]=[CH:4][CH:3]=1.BrCC1C=CC=C[N:29]=1, predict the reaction product. The product is: [N:29]1[CH:6]=[CH:5][CH:4]=[CH:3][C:2]=1[CH2:1][O:8][C:9]1[CH:14]=[CH:13][C:12]([C:15]2[CH:19]=[C:18]([CH:20]([O:22][C:23](=[O:25])[NH2:24])[CH3:21])[O:17][N:16]=2)=[CH:11][CH:10]=1. (5) Given the reactants [CH2:1]([Mg]Br)[CH2:2][CH2:3][CH2:4][CH2:5][CH2:6][CH:7]=[CH2:8].Cl[C:12]([CH2:14][CH2:15][CH2:16][CH2:17][CH2:18][CH2:19][C:20]([O:22][CH2:23][CH3:24])=[O:21])=[O:13], predict the reaction product. The product is: [O:13]=[C:12]([CH2:8][CH2:7][CH2:6][CH2:5][CH2:4][CH2:3][CH:2]=[CH2:1])[CH2:14][CH2:15][CH2:16][CH2:17][CH2:18][CH2:19][C:20]([O:22][CH2:23][CH3:24])=[O:21].